Predict which catalyst facilitates the given reaction. From a dataset of Catalyst prediction with 721,799 reactions and 888 catalyst types from USPTO. (1) Reactant: [Cl:1][C:2]1[CH:7]=[CH:6][C:5]([C:8]([CH2:10][C:11]2[CH:16]=[CH:15][CH:14]=[CH:13][CH:12]=2)=[O:9])=[CH:4][CH:3]=1.CO[CH:19](OC)[N:20]([CH3:22])[CH3:21]. Product: [CH3:19][N:20]([CH3:22])[CH:21]=[C:10]([C:11]1[CH:12]=[CH:13][CH:14]=[CH:15][CH:16]=1)[C:8]([C:5]1[CH:4]=[CH:3][C:2]([Cl:1])=[CH:7][CH:6]=1)=[O:9]. The catalyst class is: 3. (2) Reactant: [OH:1][C@H:2]1[CH2:7][CH2:6][C@H:5]([N:8]2[CH2:12][CH2:11][C:10]3([CH2:17][CH2:16][CH2:15][N:14]([C:18]4[CH:23]=[CH:22][C:21]([N+:24]([O-])=O)=[CH:20][CH:19]=4)[CH2:13]3)[C:9]2=[O:27])[CH2:4][CH2:3]1.CO. Product: [NH2:24][C:21]1[CH:22]=[CH:23][C:18]([N:14]2[CH2:15][CH2:16][CH2:17][C:10]3([C:9](=[O:27])[N:8]([C@H:5]4[CH2:4][CH2:3][C@H:2]([OH:1])[CH2:7][CH2:6]4)[CH2:12][CH2:11]3)[CH2:13]2)=[CH:19][CH:20]=1. The catalyst class is: 45.